Dataset: Reaction yield outcomes from USPTO patents with 853,638 reactions. Task: Predict the reaction yield, written as a fraction of the theoretical maximum amount of product (1.0 means a 100% yield; for example, 0.34 means a 34% yield). (1) The reactants are C[Si](I)(C)C.C[O:7][CH2:8][C@H:9]([CH3:37])[O:10][C:11]1[CH:12]=[C:13]([CH:23]=[C:24]([O:26][C:27]2[CH:32]=[CH:31][C:30]([S:33]([CH3:36])(=[O:35])=[O:34])=[CH:29][CH:28]=2)[CH:25]=1)[C:14]([NH:16][C:17]1[CH:21]=[CH:20][N:19]([CH3:22])[N:18]=1)=[O:15].O. The catalyst is C(#N)C. The product is [OH:7][CH2:8][C@H:9]([CH3:37])[O:10][C:11]1[CH:12]=[C:13]([CH:23]=[C:24]([O:26][C:27]2[CH:32]=[CH:31][C:30]([S:33]([CH3:36])(=[O:34])=[O:35])=[CH:29][CH:28]=2)[CH:25]=1)[C:14]([NH:16][C:17]1[CH:21]=[CH:20][N:19]([CH3:22])[N:18]=1)=[O:15]. The yield is 0.840. (2) The reactants are [CH2:1]([NH2:8])[C:2]1[CH:7]=[CH:6][CH:5]=[CH:4][CH:3]=1.[Br:9][C:10]1[S:11][C:12]([C:16](O)=[O:17])=[C:13]([CH3:15])[N:14]=1. No catalyst specified. The product is [CH2:1]([NH:8][C:16]([C:12]1[S:11][C:10]([Br:9])=[N:14][C:13]=1[CH3:15])=[O:17])[C:2]1[CH:7]=[CH:6][CH:5]=[CH:4][CH:3]=1. The yield is 0.600. (3) The reactants are [NH2:1][C:2]1[CH:3]=[CH:4][N:5]([CH3:27])[C:6]2[C:7]=1[CH:8]=[CH:9][C:10]1[N:19]([C:20]3[CH:25]=[CH:24][C:23]([F:26])=[CH:22][CH:21]=3)[CH2:18][CH:17]=[C:12]3[NH:13][C:14](=[O:16])[C:15]=2[C:11]=13.C(N(CC)C(C)C)(C)C.[Br:37][C:38]1[CH:43]=[CH:42][C:41]([F:44])=[CH:40][C:39]=1[CH2:45][C:46](O)=[O:47].CN(C(ON1N=NC2C=CC=NC1=2)=[N+](C)C)C.F[P-](F)(F)(F)(F)F. The catalyst is CN(C)C(=O)C. The product is [Br:37][C:38]1[CH:43]=[CH:42][C:41]([F:44])=[CH:40][C:39]=1[CH2:45][C:46]([NH:1][C:2]1[CH:3]=[CH:4][N:5]([CH3:27])[C:6]2[C:7]=1[CH:8]=[CH:9][C:10]1[N:19]([C:20]3[CH:21]=[CH:22][C:23]([F:26])=[CH:24][CH:25]=3)[CH2:18][CH:17]=[C:12]3[NH:13][C:14](=[O:16])[C:15]=2[C:11]=13)=[O:47]. The yield is 0.240. (4) The reactants are C(O[C:4](=[O:10])[CH2:5][S:6]([CH3:9])(=[O:8])=[O:7])C.[H-].[Na+].[H][H].[CH3:15][N:16]1C(=O)O[C:19](=[O:20])[C:18]2=[CH:24][CH:25]=[CH:26][CH:27]=[C:17]12.Cl. The catalyst is CC(N(C)C)=O. The product is [OH:20][C:19]1[C:18]2[C:17](=[CH:27][CH:26]=[CH:25][CH:24]=2)[N:16]([CH3:15])[C:4](=[O:10])[C:5]=1[S:6]([CH3:9])(=[O:7])=[O:8]. The yield is 0.480. (5) The reactants are [CH3:1][N:2]([CH3:11])[C:3]1[CH:10]=[CH:9][C:6]([C:7]#[N:8])=[CH:5][CH:4]=1.[H-].[H-].[H-].[H-].[Li+].[Al+3]. The catalyst is CCOCC. The product is [NH2:8][CH2:7][C:6]1[CH:9]=[CH:10][C:3]([N:2]([CH3:11])[CH3:1])=[CH:4][CH:5]=1. The yield is 0.900. (6) The reactants are [Br:1][C:2]1[N:3]=[C:4]2[C:10]([C:11]([OH:13])=O)=[CH:9][N:8]([CH2:14][O:15][CH2:16][CH2:17][Si:18]([CH3:21])([CH3:20])[CH3:19])[C:5]2=[N:6][CH:7]=1.[N:22]1[CH:27]=[CH:26][C:25]([CH:28]([NH2:30])[CH3:29])=[CH:24][CH:23]=1.CCN(C(C)C)C(C)C.CN(C(ON1N=NC2C=CC=NC1=2)=[N+](C)C)C.F[P-](F)(F)(F)(F)F. The catalyst is [Cl-].[Na+].O.CN(C=O)C. The product is [N:22]1[CH:27]=[CH:26][C:25]([CH:28]([NH:30][C:11]([C:10]2[C:4]3[C:5](=[N:6][CH:7]=[C:2]([Br:1])[N:3]=3)[N:8]([CH2:14][O:15][CH2:16][CH2:17][Si:18]([CH3:21])([CH3:20])[CH3:19])[CH:9]=2)=[O:13])[CH3:29])=[CH:24][CH:23]=1. The yield is 0.930.